The task is: Regression/Classification. Given a drug SMILES string, predict its absorption, distribution, metabolism, or excretion properties. Task type varies by dataset: regression for continuous measurements (e.g., permeability, clearance, half-life) or binary classification for categorical outcomes (e.g., BBB penetration, CYP inhibition). Dataset: cyp2c19_veith.. This data is from CYP2C19 inhibition data for predicting drug metabolism from PubChem BioAssay. (1) The drug is OC[C@@H]1NC[C@@H](O)[C@H]1O. The result is 0 (non-inhibitor). (2) The molecule is CC1=c2c(oc3cc(O)c(Nc4c(C)cc(O)cc4O)c(C)c23)=CC(=O)C1=Nc1c(C)cc(O)cc1O. The result is 1 (inhibitor). (3) The compound is CCCN(CCc1ccccc1)[C@H]1CCc2c(O)cccc2C1. The result is 0 (non-inhibitor). (4) The compound is COc1cc2c(cc1OC)C(C(=O)N1CCOCC1)C(c1cccs1)N(C)C2=O. The result is 0 (non-inhibitor).